This data is from Peptide-MHC class II binding affinity with 134,281 pairs from IEDB. The task is: Regression. Given a peptide amino acid sequence and an MHC pseudo amino acid sequence, predict their binding affinity value. This is MHC class II binding data. (1) The peptide sequence is YDKFLANVSTWLTGK. The MHC is DRB1_0701 with pseudo-sequence DRB1_0701. The binding affinity (normalized) is 0.767. (2) The peptide sequence is PNYLALLVKYVDGDG. The binding affinity (normalized) is 0.413. The MHC is DRB1_0401 with pseudo-sequence DRB1_0401. (3) The peptide sequence is KEIYNYMEPYVSKNP. The MHC is HLA-DQA10401-DQB10402 with pseudo-sequence HLA-DQA10401-DQB10402. The binding affinity (normalized) is 0.229. (4) The MHC is HLA-DQA10301-DQB10302 with pseudo-sequence HLA-DQA10301-DQB10302. The peptide sequence is AGSYAADLGYGPATP. The binding affinity (normalized) is 0.197. (5) The peptide sequence is FYTTGAVRQIFGDYKTTICG. The MHC is H-2-IAd with pseudo-sequence H-2-IAd. The binding affinity (normalized) is 0. (6) The peptide sequence is TVWAQSAAFPAFKPE. The MHC is DRB1_1602 with pseudo-sequence DRB1_1602. The binding affinity (normalized) is 0.404.